This data is from Catalyst prediction with 721,799 reactions and 888 catalyst types from USPTO. The task is: Predict which catalyst facilitates the given reaction. (1) Reactant: [O:1]1[CH2:4][C:3](=[CH:5][C:6]([C:8]2[CH:13]=[CH:12][C:11]([O:14][C:15]([F:18])([F:17])[F:16])=[CH:10][CH:9]=2)=[O:7])[CH2:2]1. Product: [O:1]1[CH2:4][CH:3]([CH2:5][C:6]([C:8]2[CH:9]=[CH:10][C:11]([O:14][C:15]([F:16])([F:17])[F:18])=[CH:12][CH:13]=2)=[O:7])[CH2:2]1. The catalyst class is: 178. (2) Reactant: [Cl:1][C:2]1[C:9]([CH3:10])=[C:8](F)[CH:7]=[CH:6][C:3]=1[C:4]#[N:5].[NH2:12][C@H:13]([C:17]([OH:20])([CH3:19])[CH3:18])[C:14]([OH:16])=[O:15].C([O-])([O-])=O.[K+].[K+].C(O)(=O)CC(CC(O)=O)(C(O)=O)O. Product: [Cl:1][C:2]1[C:9]([CH3:10])=[C:8]([NH:12][C@H:13]([C:17]([OH:20])([CH3:19])[CH3:18])[C:14]([OH:16])=[O:15])[CH:7]=[CH:6][C:3]=1[C:4]#[N:5]. The catalyst class is: 16.